From a dataset of Reaction yield outcomes from USPTO patents with 853,638 reactions. Predict the reaction yield, written as a fraction of the theoretical maximum amount of product (1.0 means a 100% yield; for example, 0.34 means a 34% yield). (1) No catalyst specified. The product is [Na:30].[CH3:60][C:61]1([CH3:68])[O:66][CH2:65][CH:64]([O:10][C:11]2[CH:16]=[CH:15][N:14]=[C:13]([CH2:17][S:18]([C:20]3[NH:21][C:22]4[CH:28]=[CH:27][CH:26]=[CH:25][C:23]=4[N:24]=3)=[O:19])[C:12]=2[CH3:29])[CH2:63][O:62]1. The yield is 0.180. The reactants are COC1OCC(C[O:10][C:11]2[CH:16]=[CH:15][N:14]=[C:13]([CH2:17][S:18]([C:20]3[NH:24][C:23]4[CH:25]=[CH:26][CH:27]=[CH:28][C:22]=4[N:21]=3)=[O:19])[C:12]=2[CH3:29])CO1.[Na:30].COC1OCC(COC2C=CN=C(CS(C3NC4C=CC=CC=4N=3)=O)C=2C)CO1.[CH3:60][C:61]1([CH3:68])[O:66][CH2:65][CH:64](O)[CH2:63][O:62]1. (2) The reactants are BrC1C(N2CCN(CC3C=NC=CC=3)CC2)=C2N=C(C3C=CC(CN)=CC=3)NC2=NC=1.[Br:32][C:33]1[C:34]([N:61]2[CH2:66][CH2:65][N:64]([CH2:67][C:68]3[CH:69]=[N:70][CH:71]=[CH:72][CH:73]=3)[CH2:63][CH2:62]2)=[C:35]2[N:41]=[C:40]([C:42]3[CH:47]=[CH:46][C:45]([N:48]4[CH2:53][CH2:52][N:51](C(OC(C)(C)C)=O)[CH2:50][CH2:49]4)=[CH:44][CH:43]=3)[NH:39][C:36]2=[N:37][CH:38]=1.C(O)(C(F)(F)F)=O. The catalyst is C(Cl)Cl. The product is [Br:32][C:33]1[C:34]([N:61]2[CH2:62][CH2:63][N:64]([CH2:67][C:68]3[CH:69]=[N:70][CH:71]=[CH:72][CH:73]=3)[CH2:65][CH2:66]2)=[C:35]2[N:41]=[C:40]([C:42]3[CH:43]=[CH:44][C:45]([N:48]4[CH2:53][CH2:52][NH:51][CH2:50][CH2:49]4)=[CH:46][CH:47]=3)[NH:39][C:36]2=[N:37][CH:38]=1. The yield is 0.750.